Dataset: HIV replication inhibition screening data with 41,000+ compounds from the AIDS Antiviral Screen. Task: Binary Classification. Given a drug SMILES string, predict its activity (active/inactive) in a high-throughput screening assay against a specified biological target. (1) The molecule is Cl.O=C(O)CCNCCCNCCC(=O)O. The result is 0 (inactive). (2) The molecule is CC(C)=CC1CC(n2cc(C)c(=O)[nH]c2=O)ON1CCOS(=O)(=O)c1ccc(C)cc1. The result is 0 (inactive). (3) The result is 0 (inactive). The drug is CCC1(CC(=O)N(C)C)CCCN(C(=O)Oc2ccccc2)C1.